This data is from Forward reaction prediction with 1.9M reactions from USPTO patents (1976-2016). The task is: Predict the product of the given reaction. (1) Given the reactants [F:1][C:2]1[C:10]([O:11][CH2:12][C:13]2[O:14][CH:15]=[C:16]([C:18]3[CH:23]=[CH:22][C:21]([O:24]C)=[CH:20][CH:19]=3)[N:17]=2)=[CH:9][CH:8]=[C:7]([F:26])[C:3]=1[C:4]([NH2:6])=[O:5].B(Br)(Br)Br.C([O-])(O)=O.[Na+], predict the reaction product. The product is: [F:1][C:2]1[C:10]([O:11][CH2:12][C:13]2[O:14][CH:15]=[C:16]([C:18]3[CH:23]=[CH:22][C:21]([OH:24])=[CH:20][CH:19]=3)[N:17]=2)=[CH:9][CH:8]=[C:7]([F:26])[C:3]=1[C:4]([NH2:6])=[O:5]. (2) Given the reactants [F:1][C:2]1[CH:11]=[CH:10][C:5]([C:6]([O:8]C)=[O:7])=[CH:4][C:3]=1[NH:12][C:13]([C:15]1[N:19]2[CH:20]=[CH:21][CH:22]=[CH:23][C:18]2=[N:17][CH:16]=1)=[O:14].O.[OH-].[Li+], predict the reaction product. The product is: [F:1][C:2]1[CH:11]=[CH:10][C:5]([C:6]([OH:8])=[O:7])=[CH:4][C:3]=1[NH:12][C:13]([C:15]1[N:19]2[CH:20]=[CH:21][CH:22]=[CH:23][C:18]2=[N:17][CH:16]=1)=[O:14]. (3) Given the reactants [Cl:1][C:2]1[CH:7]=[C:6](Cl)[N:5]=[C:4]([NH2:9])[N:3]=1.N#N.[F:12][C:13]1[CH:18]=[C:17]([F:19])[CH:16]=[CH:15][C:14]=1B(O)O.C(=O)([O-])[O-].[Na+].[Na+], predict the reaction product. The product is: [Cl:1][C:2]1[CH:7]=[C:6]([C:16]2[CH:15]=[CH:14][C:13]([F:12])=[CH:18][C:17]=2[F:19])[N:5]=[C:4]([NH2:9])[N:3]=1. (4) Given the reactants FC(F)(F)C(O)=O.C(OC([N:15]1[CH2:19][C:18]2([CH2:24][CH2:23][C:22]([N:31]([CH3:33])[CH3:32])([C:25]3[S:26][C:27]([CH3:30])=[CH:28][CH:29]=3)[CH2:21][CH2:20]2)[CH2:17][C:16]1=[O:34])=O)(C)(C)C, predict the reaction product. The product is: [CH3:32][N:31]([CH3:33])[C:22]1([C:25]2[S:26][C:27]([CH3:30])=[CH:28][CH:29]=2)[CH2:23][CH2:24][C:18]2([CH2:17][C:16](=[O:34])[NH:15][CH2:19]2)[CH2:20][CH2:21]1.